The task is: Predict the reaction yield, written as a fraction of the theoretical maximum amount of product (1.0 means a 100% yield; for example, 0.34 means a 34% yield).. This data is from Reaction yield outcomes from USPTO patents with 853,638 reactions. (1) The reactants are [NH:1]1[C:9]2[C:4](=[CH:5][C:6]([C:10]([N:12]3[CH2:18][C:17]4([CH3:20])[CH2:19][CH:13]3[CH2:14][C:15]([CH3:22])([CH3:21])[CH2:16]4)=[O:11])=[CH:7][CH:8]=2)[CH:3]=[CH:2]1.C([Li])CCC.[C:28]1([S:34](Cl)(=[O:36])=[O:35])[CH:33]=[CH:32][CH:31]=[CH:30][CH:29]=1. The catalyst is C1COCC1. The product is [C:28]1([S:34]([N:1]2[C:9]3[C:4](=[CH:5][C:6]([C:10]([N:12]4[CH2:18][C:17]5([CH3:20])[CH2:19][CH:13]4[CH2:14][C:15]([CH3:22])([CH3:21])[CH2:16]5)=[O:11])=[CH:7][CH:8]=3)[CH:3]=[CH:2]2)(=[O:36])=[O:35])[CH:33]=[CH:32][CH:31]=[CH:30][CH:29]=1. The yield is 0.990. (2) The reactants are [CH3:1][N:2]([C:4](=O)[C:5]1[CH:10]=[CH:9][CH:8]=[CH:7][CH:6]=1)[NH2:3].C1C=CC(P2([Se]P(C3C=CC=CC=3)(=[Se])[Se]2)=[Se:19])=CC=1. The product is [CH3:1][N:2]([C:4](=[Se:19])[C:5]1[CH:10]=[CH:9][CH:8]=[CH:7][CH:6]=1)[NH2:3]. The yield is 0.650. The catalyst is C1(C)C=CC=CC=1. (3) The reactants are [C:1]([CH:3]([C:7]1[CH:12]=[CH:11][C:10]([CH3:13])=[CH:9][C:8]=1[CH3:14])[C:4](=O)[CH3:5])#[N:2].O.[NH2:16][NH2:17].C(O)(=O)C. The catalyst is C1(C)C=CC=CC=1. The product is [NH2:2][C:1]1[NH:17][N:16]=[C:4]([CH3:5])[C:3]=1[C:7]1[CH:12]=[CH:11][C:10]([CH3:13])=[CH:9][C:8]=1[CH3:14]. The yield is 0.750. (4) The reactants are CO[C:3](=[O:25])[C:4]1[CH:9]=[CH:8][C:7]([O:10][CH2:11][C:12]2[C:13]([C:18]3[CH:23]=[CH:22][C:21]([Cl:24])=[CH:20][CH:19]=3)=[N:14][O:15][C:16]=2[CH3:17])=[N:6][CH:5]=1.[CH:26]1([NH2:29])[CH2:28][CH2:27]1. No catalyst specified. The product is [Cl:24][C:21]1[CH:22]=[CH:23][C:18]([C:13]2[C:12]([CH2:11][O:10][C:7]3[CH:8]=[CH:9][C:4]([C:3]([NH:29][CH:26]4[CH2:28][CH2:27]4)=[O:25])=[CH:5][N:6]=3)=[C:16]([CH3:17])[O:15][N:14]=2)=[CH:19][CH:20]=1. The yield is 0.810. (5) The reactants are [NH2:1][C:2]1[CH:10]=[C:9]([O:11][CH2:12][C:13]2[CH:18]=[CH:17][CH:16]=[CH:15][CH:14]=2)[C:8]([O:19][CH3:20])=[CH:7][C:3]=1[C:4]([NH2:6])=[O:5].[CH3:21]N(C=NC=[N+](C)C)C.[Cl-].C([O-])(=O)C.[Na+].C(O)(=O)C. The catalyst is O1CCOCC1. The product is [CH2:12]([O:11][C:9]1[CH:10]=[C:2]2[C:3]([C:4](=[O:5])[NH:6][CH:21]=[N:1]2)=[CH:7][C:8]=1[O:19][CH3:20])[C:13]1[CH:14]=[CH:15][CH:16]=[CH:17][CH:18]=1. The yield is 0.840. (6) The reactants are [NH2:1][C:2]1[N:7]=[CH:6][N:5]=[C:4]2[N:8]([C@@H:30]3[CH2:35][CH2:34][CH2:33][N:32]([C:36](=[O:40])[CH2:37][C:38]#[N:39])[CH2:31]3)[N:9]=[C:10]([C:11]3[CH:16]=[CH:15][C:14]([NH:17][C:18](=[O:29])[C:19]4[CH:24]=[CH:23][C:22]([C:25]([F:28])([F:27])[F:26])=[CH:21][CH:20]=4)=[CH:13][CH:12]=3)[C:3]=12.[CH:41]1([CH:44]=O)[CH2:43][CH2:42]1.N1CCCCC1. The catalyst is CO. The product is [NH2:1][C:2]1[N:7]=[CH:6][N:5]=[C:4]2[N:8]([C@@H:30]3[CH2:35][CH2:34][CH2:33][N:32]([C:36](=[O:40])[C:37]([C:38]#[N:39])=[CH:44][CH:41]4[CH2:43][CH2:42]4)[CH2:31]3)[N:9]=[C:10]([C:11]3[CH:12]=[CH:13][C:14]([NH:17][C:18](=[O:29])[C:19]4[CH:20]=[CH:21][C:22]([C:25]([F:28])([F:27])[F:26])=[CH:23][CH:24]=4)=[CH:15][CH:16]=3)[C:3]=12. The yield is 0.600.